This data is from NCI-60 drug combinations with 297,098 pairs across 59 cell lines. The task is: Regression. Given two drug SMILES strings and cell line genomic features, predict the synergy score measuring deviation from expected non-interaction effect. Drug 1: C1=NNC2=C1C(=O)NC=N2. Drug 2: CCC1(C2=C(COC1=O)C(=O)N3CC4=CC5=C(C=CC(=C5CN(C)C)O)N=C4C3=C2)O.Cl. Cell line: MCF7. Synergy scores: CSS=13.0, Synergy_ZIP=-4.33, Synergy_Bliss=1.56, Synergy_Loewe=-13.7, Synergy_HSA=-0.0135.